Task: Predict the reaction yield, written as a fraction of the theoretical maximum amount of product (1.0 means a 100% yield; for example, 0.34 means a 34% yield).. Dataset: Reaction yield outcomes from USPTO patents with 853,638 reactions (1) The reactants are [CH3:1][C:2]1[CH:7]=[C:6]([C:8]2[N:12](C3CCCCO3)[CH:11]=[N:10][N:9]=2)[CH:5]=[CH:4][C:3]=1[C:19]1[N:24]=[C:23]2[NH:25][C:26](=[O:29])[CH2:27][NH:28][C:22]2=[N:21][CH:20]=1.CC1C=C(C2N(C3CCCCO3)C=NN=2)C=CC=1B1OC(C)(C)C(C)(C)O1.FC(F)(F)C(O)=O.BrC1N=C2NC(=O)CNC2=NC=1.[Cl:76]CCl.C(=O)([O-])[O-].[Na+].[Na+]. The catalyst is C1C=CC(P(C2C=CC=CC=2)[C-]2C=CC=C2)=CC=1.C1C=CC(P(C2C=CC=CC=2)[C-]2C=CC=C2)=CC=1.Cl[Pd]Cl.[Fe+2].C(O)(C)C.O1CCOCC1. The product is [ClH:76].[CH3:1][C:2]1[CH:7]=[C:6]([C:8]2[NH:12][CH:11]=[N:10][N:9]=2)[CH:5]=[CH:4][C:3]=1[C:19]1[N:24]=[C:23]2[NH:25][C:26](=[O:29])[CH2:27][NH:28][C:22]2=[N:21][CH:20]=1. The yield is 0.150. (2) The reactants are [F:1][C:2]1[CH:8]=[C:7]([I:9])[CH:6]=[CH:5][C:3]=1[NH2:4].[CH2:10]([C:12]1[CH:17]=[C:16]([F:18])[C:15]([F:19])=[C:14](F)[C:13]=1[N+:21]([O-:23])=[O:22])[CH3:11]. No catalyst specified. The product is [CH2:10]([C:12]1[C:13]([N+:21]([O-:23])=[O:22])=[C:14]([C:15]([F:19])=[C:16]([F:18])[CH:17]=1)[NH:4][C:3]1[CH:5]=[CH:6][C:7]([I:9])=[CH:8][C:2]=1[F:1])[CH3:11]. The yield is 0.600. (3) The reactants are Cl[C:2]1[C:7]([C:8]#[N:9])=[CH:6][N:5]=[C:4]2[C:10]3[CH:16]=[CH:15][CH:14]=[CH:13][C:11]=3[S:12][C:3]=12.C(OCCO)C.[Br:23][C:24]1[CH:25]=[C:26]([CH:28]=[CH:29][CH:30]=1)[NH2:27].Cl.N1C=CC=CC=1. No catalyst specified. The product is [Br:23][C:24]1[CH:25]=[C:26]([NH:27][C:2]2[C:7]([C:8]#[N:9])=[CH:6][N:5]=[C:4]3[C:10]4[CH:16]=[CH:15][CH:14]=[CH:13][C:11]=4[S:12][C:3]=23)[CH:28]=[CH:29][CH:30]=1. The yield is 0.580. (4) The reactants are BrC1C=CC(F)=C([C@]2(C)C3[C@](C(O)=O)(C3)SC(N(C(OC(C)(C)C)=O)COCC[Si](C)(C)C)=N2)C=1.[C:36]([O:40][C:41]([N:43]([CH2:78][O:79][CH2:80][CH2:81][Si:82]([CH3:85])([CH3:84])[CH3:83])[C:44]1[S:45][C@:46]2([C:74]([O:76]C)=[O:75])[C@H:48]([C@:49]([C:52]3[CH:57]=[C:56]([NH:58][C:59]([C:61]4[CH:66]=[N:65][C:64]([O:67][CH2:68][C:69]([F:72])([F:71])[F:70])=[CH:63][N:62]=4)=[O:60])[CH:55]=[CH:54][C:53]=3[F:73])([CH3:51])[N:50]=1)[CH2:47]2)=[O:42])([CH3:39])([CH3:38])[CH3:37]. No catalyst specified. The product is [C:36]([O:40][C:41]([N:43]([CH2:78][O:79][CH2:80][CH2:81][Si:82]([CH3:85])([CH3:84])[CH3:83])[C:44]1[S:45][C@:46]2([C:74]([OH:76])=[O:75])[C@H:48]([C@:49]([C:52]3[CH:57]=[C:56]([NH:58][C:59]([C:61]4[CH:66]=[N:65][C:64]([O:67][CH2:68][C:69]([F:71])([F:70])[F:72])=[CH:63][N:62]=4)=[O:60])[CH:55]=[CH:54][C:53]=3[F:73])([CH3:51])[N:50]=1)[CH2:47]2)=[O:42])([CH3:39])([CH3:38])[CH3:37]. The yield is 0.960. (5) The reactants are Cl[CH:2]([C:15]1[CH:20]=[CH:19][CH:18]=[CH:17][CH:16]=1)[C:3]([C:5]1[C:13]2[C:8](=[CH:9][CH:10]=[CH:11][CH:12]=2)[NH:7][C:6]=1[CH3:14])=[O:4].[CH3:21][O:22][C:23]1[CH:24]=[C:25]([CH:27]=[C:28]([O:30][CH3:31])[CH:29]=1)[NH2:26].CCN(C(C)C)C(C)C. The catalyst is C(O)C. The product is [CH3:31][O:30][C:28]1[CH:27]=[C:25]([NH:26][CH:2]([C:15]2[CH:20]=[CH:19][CH:18]=[CH:17][CH:16]=2)[C:3]([C:5]2[C:13]3[C:8](=[CH:9][CH:10]=[CH:11][CH:12]=3)[NH:7][C:6]=2[CH3:14])=[O:4])[CH:24]=[C:23]([O:22][CH3:21])[CH:29]=1. The yield is 0.300. (6) The reactants are Cl[C:2]1[N:7]=[C:6]([CH3:8])[C:5]([CH:9]([CH2:14][CH2:15][CH3:16])[C:10]([O:12][CH3:13])=[O:11])=[C:4]([C:17]2[CH:22]=[CH:21][C:20]([CH3:23])=[CH:19][CH:18]=2)[N:3]=1.[CH3:24][N:25]1[CH:29]=[C:28](B(O)O)[CH:27]=[N:26]1.C(N(CC)C(C)C)(C)C. The catalyst is COCCOC.O.C1C=CC([P]([Pd]([P](C2C=CC=CC=2)(C2C=CC=CC=2)C2C=CC=CC=2)([P](C2C=CC=CC=2)(C2C=CC=CC=2)C2C=CC=CC=2)[P](C2C=CC=CC=2)(C2C=CC=CC=2)C2C=CC=CC=2)(C2C=CC=CC=2)C2C=CC=CC=2)=CC=1. The product is [CH3:8][C:6]1[C:5]([CH:9]([CH2:14][CH2:15][CH3:16])[C:10]([O:12][CH3:13])=[O:11])=[C:4]([C:17]2[CH:22]=[CH:21][C:20]([CH3:23])=[CH:19][CH:18]=2)[N:3]=[C:2]([C:28]2[CH:27]=[N:26][N:25]([CH3:24])[CH:29]=2)[N:7]=1. The yield is 0.630. (7) The reactants are [F:1][C:2]([F:9])([F:8])[C:3]([O:5]CC)=O.C[O-].[Na+].[CH3:13][C:14]([C:16]1[CH:21]=[CH:20][C:19]([F:22])=[CH:18][CH:17]=1)=[O:15]. The catalyst is C(OC)(C)(C)C.Cl. The product is [F:9][C:2]([F:1])([F:8])[C:3](=[O:5])[CH2:13][C:14]([C:16]1[CH:21]=[CH:20][C:19]([F:22])=[CH:18][CH:17]=1)=[O:15]. The yield is 0.970.